Dataset: Reaction yield outcomes from USPTO patents with 853,638 reactions. Task: Predict the reaction yield, written as a fraction of the theoretical maximum amount of product (1.0 means a 100% yield; for example, 0.34 means a 34% yield). (1) The catalyst is C(#N)C. The reactants are [NH2:1][C@:2]12[CH2:38][CH2:37][C@@H:36]([CH:39]([CH3:44])[C:40]([O:42][CH3:43])=[O:41])[C@@H:3]1[C@@H:4]1[C@@:17]([CH3:20])([CH2:18][CH2:19]2)[C@@:16]2([CH3:21])[C@@H:7]([C@:8]3([CH3:35])[C@@H:13]([CH2:14][CH2:15]2)[C:12]([CH3:23])([CH3:22])[C:11]([C:24]2[CH:33]=[CH:32][C:27]([C:28]([O:30][CH3:31])=[O:29])=[C:26]([F:34])[CH:25]=2)=[CH:10][CH2:9]3)[CH2:6][CH2:5]1.P([O-])([O-])([O-])=O.[K+].[K+].[K+].Cl[CH2:54][CH2:55][N:56]1[CH2:61][CH2:60][S:59](=[O:63])(=[O:62])[CH2:58][CH2:57]1.[I-].[K+]. The yield is 0.340. The product is [O:62]=[S:59]1(=[O:63])[CH2:60][CH2:61][N:56]([CH2:55][CH2:54][NH:1][C@:2]23[CH2:38][CH2:37][C@@H:36]([CH:39]([CH3:44])[C:40]([O:42][CH3:43])=[O:41])[C@@H:3]2[C@@H:4]2[C@@:17]([CH3:20])([CH2:18][CH2:19]3)[C@@:16]3([CH3:21])[C@@H:7]([C@:8]4([CH3:35])[C@@H:13]([CH2:14][CH2:15]3)[C:12]([CH3:23])([CH3:22])[C:11]([C:24]3[CH:33]=[CH:32][C:27]([C:28]([O:30][CH3:31])=[O:29])=[C:26]([F:34])[CH:25]=3)=[CH:10][CH2:9]4)[CH2:6][CH2:5]2)[CH2:57][CH2:58]1. (2) The reactants are [Br:1][C:2]1[CH:3]=[C:4]([C:14]([OH:16])=O)[C:5]2[CH:6]=[N:7][N:8]([CH:11]([CH3:13])[CH3:12])[C:9]=2[CH:10]=1.[NH2:17][CH2:18][C:19]1[C:20](=[O:28])[NH:21][C:22]([CH3:27])=[CH:23][C:24]=1[CH2:25][CH3:26].Cl.ON1C2N=CC=CC=2N=N1.CN1CCOCC1.C(Cl)CCl.C([O-])([O-])=O.[K+].[K+]. The catalyst is CS(C)=O. The product is [Br:1][C:2]1[CH:3]=[C:4]([C:14]([NH:17][CH2:18][C:19]2[C:20](=[O:28])[NH:21][C:22]([CH3:27])=[CH:23][C:24]=2[CH2:25][CH3:26])=[O:16])[C:5]2[CH:6]=[N:7][N:8]([CH:11]([CH3:12])[CH3:13])[C:9]=2[CH:10]=1. The yield is 0.820. (3) The reactants are Br[C:2]1[NH:6][C:5]([C@@H:7]2[CH2:11][CH2:10][CH2:9][N:8]2[C:12](=[O:22])[C@@H:13]([NH:17][C:18](=[O:21])[O:19][CH3:20])[CH:14]([CH3:16])[CH3:15])=[N:4][CH:3]=1.CC1(C)C(C)(C)OB([C:31]2[CH:36]=[C:35]3[CH2:37][O:38][C:39]4[CH:63]=[C:62]5[C:42]([CH:43]=[CH:44][C:45]6[N:49]=[C:48]([CH:50]7[CH2:54][CH2:53][CH2:52][N:51]7[C:55]([O:57][C:58]([CH3:61])([CH3:60])[CH3:59])=[O:56])[NH:47][C:46]=65)=[CH:41][C:40]=4[C:34]3=[CH:33][CH:32]=2)O1.C(=O)([O-])[O-].[K+].[K+]. The catalyst is COCCOC.CN(C)C=O.C1C=CC(P(C2C=CC=CC=2)[C-]2C=CC=C2)=CC=1.C1C=CC(P(C2C=CC=CC=2)[C-]2C=CC=C2)=CC=1.Cl[Pd]Cl.[Fe+2]. The product is [CH3:20][O:19][C:18]([NH:17][C@H:13]([C:12]([N:8]1[CH2:9][CH2:10][CH2:11][CH:7]1[C:5]1[NH:6][C:2]([C:31]2[CH:36]=[C:35]3[CH2:37][O:38][C:39]4[CH:63]=[C:62]5[C:42]([CH:43]=[CH:44][C:45]6[N:49]=[C:48]([CH:50]7[CH2:54][CH2:53][CH2:52][N:51]7[C:55]([O:57][C:58]([CH3:59])([CH3:60])[CH3:61])=[O:56])[NH:47][C:46]=65)=[CH:41][C:40]=4[C:34]3=[CH:33][CH:32]=2)=[CH:3][N:4]=1)=[O:22])[CH:14]([CH3:16])[CH3:15])=[O:21]. The yield is 0.590. (4) The yield is 0.500. The reactants are [CH2:1]([N:3]([CH3:14])[C:4]1[CH:5]=[C:6]2[C:10](=[CH:11][CH:12]=1)[C:9](=[O:13])[NH:8][CH2:7]2)[CH3:2].[C:15]([O:18][CH2:19][C:20]1[C:25]([Br:26])=[CH:24][CH:23]=[CH:22][C:21]=1Br)(=[O:17])[CH3:16].C(=O)([O-])[O-].[Cs+].[Cs+].CNCCNC. The catalyst is [Cu](I)I.O1CCOCC1. The product is [C:15]([O:18][CH2:19][C:20]1[C:21]([N:8]2[CH2:7][C:6]3[C:10](=[CH:11][CH:12]=[C:4]([N:3]([CH2:1][CH3:2])[CH3:14])[CH:5]=3)[C:9]2=[O:13])=[CH:22][CH:23]=[CH:24][C:25]=1[Br:26])(=[O:17])[CH3:16].